From a dataset of Full USPTO retrosynthesis dataset with 1.9M reactions from patents (1976-2016). Predict the reactants needed to synthesize the given product. (1) Given the product [CH3:20][C:21]1[CH:26]=[CH:25][C:24]([S:27]([O:30][CH2:31][C:32]23[CH2:37][CH2:36][C:35]([C:2]4[CH:7]=[CH:6][CH:5]=[CH:4][C:3]=4[O:8][C:9]4[CH:14]=[CH:13][CH:12]=[CH:11][CH:10]=4)([CH2:34][CH2:33]2)[O:38][CH2:53]3)(=[O:29])=[O:28])=[CH:23][CH:22]=1, predict the reactants needed to synthesize it. The reactants are: Br[C:2]1[CH:7]=[CH:6][CH:5]=[CH:4][C:3]=1[O:8][C:9]1[CH:14]=[CH:13][CH:12]=[CH:11][CH:10]=1.[Li]CCCC.[CH3:20][C:21]1[CH:26]=[CH:25][C:24]([S:27]([O:30][CH2:31][C:32]2([CH2:53]OS(C3C=CC(C)=CC=3)(=O)=O)[CH2:37][CH2:36][C:35](C3C=C(OC4CCCCO4)C=C(F)C=3)([OH:38])[CH2:34][CH2:33]2)(=[O:29])=[O:28])=[CH:23][CH:22]=1.[OH-].[Na+]. (2) Given the product [CH2:36]([O:43][C:44]1[CH:45]=[CH:46][C:47]([CH2:48][C@H:11]([C:12]([O:14][C:15]([CH3:16])([CH3:18])[CH3:17])=[O:13])[CH2:10][C@@H:9]([C:19]([O:21][C:22]([CH3:25])([CH3:24])[CH3:23])=[O:20])[NH:8][C:1]([O:3][C:4]([CH3:7])([CH3:6])[CH3:5])=[O:2])=[CH:50][CH:51]=1)[C:37]1[CH:38]=[CH:39][CH:40]=[CH:41][CH:42]=1, predict the reactants needed to synthesize it. The reactants are: [C:1]([NH:8][C@H:9]([C:19]([O:21][C:22]([CH3:25])([CH3:24])[CH3:23])=[O:20])[CH2:10][CH2:11][C:12]([O:14][C:15]([CH3:18])([CH3:17])[CH3:16])=[O:13])([O:3][C:4]([CH3:7])([CH3:6])[CH3:5])=[O:2].C[Si]([N-][Si](C)(C)C)(C)C.[Li+].[CH2:36]([O:43][C:44]1[CH:51]=[CH:50][C:47]([CH2:48]Br)=[CH:46][CH:45]=1)[C:37]1[CH:42]=[CH:41][CH:40]=[CH:39][CH:38]=1. (3) Given the product [F:1][C:2]1[CH:3]=[C:4]([C:8]2[N:17]=[C:16]([C:18]([N:27]3[CH2:26][CH2:25][C:24]4[C:29](=[CH:30][CH:31]=[C:32]([O:33][CH3:34])[C:23]=4[OH:22])[CH2:28]3)=[O:19])[C:15]3[C:10](=[CH:11][CH:12]=[CH:13][CH:14]=3)[N:9]=2)[CH:5]=[CH:6][CH:7]=1, predict the reactants needed to synthesize it. The reactants are: [F:1][C:2]1[CH:3]=[C:4]([C:8]2[N:17]=[C:16]([C:18](O)=[O:19])[C:15]3[C:10](=[CH:11][CH:12]=[CH:13][CH:14]=3)[N:9]=2)[CH:5]=[CH:6][CH:7]=1.Cl.[OH:22][C:23]1[C:32]([O:33][CH3:34])=[CH:31][CH:30]=[C:29]2[C:24]=1[CH2:25][CH2:26][NH:27][CH2:28]2.